The task is: Predict the reactants needed to synthesize the given product.. This data is from Full USPTO retrosynthesis dataset with 1.9M reactions from patents (1976-2016). Given the product [CH3:40][S:41]([O:21][CH2:20][CH2:19][C@H:9]1[S:8][C@H:7]([C:22]2[CH:27]=[CH:26][CH:25]=[C:24]([O:28][CH3:29])[C:23]=2[O:30][CH3:31])[C:6]2[CH:32]=[C:2]([Cl:1])[CH:3]=[CH:4][C:5]=2[N:11]2[C:12]([C:15]([F:18])([F:17])[F:16])=[N:13][N:14]=[C:10]12)(=[O:43])=[O:42], predict the reactants needed to synthesize it. The reactants are: [Cl:1][C:2]1[CH:3]=[CH:4][C:5]2[N:11]3[C:12]([C:15]([F:18])([F:17])[F:16])=[N:13][N:14]=[C:10]3[C@@H:9]([CH2:19][CH2:20][OH:21])[S:8][C@H:7]([C:22]3[CH:27]=[CH:26][CH:25]=[C:24]([O:28][CH3:29])[C:23]=3[O:30][CH3:31])[C:6]=2[CH:32]=1.C(N(CC)CC)C.[CH3:40][S:41](Cl)(=[O:43])=[O:42].C(=O)(O)[O-].[Na+].